Dataset: Reaction yield outcomes from USPTO patents with 853,638 reactions. Task: Predict the reaction yield, written as a fraction of the theoretical maximum amount of product (1.0 means a 100% yield; for example, 0.34 means a 34% yield). (1) The reactants are C(N)CCC.NO.Cl.[CH:9]#[C:10][C@H:11]([OH:27])[CH2:12][CH2:13][CH2:14][CH2:15][CH2:16][CH2:17][CH2:18][CH2:19][CH2:20][CH2:21][CH2:22][CH2:23][CH2:24][CH2:25][CH3:26].[C:28]([O:31][C@H:32]([C:35]#[C:36]Br)[CH:33]=[CH2:34])(=[O:30])[CH3:29]. The catalyst is O.C(Cl)Cl.[Cu]Cl. The product is [C:28]([O:31][C@H:32]([C:35]#[C:36][C:9]#[C:10][C@H:11]([OH:27])[CH2:12][CH2:13][CH2:14][CH2:15][CH2:16][CH2:17][CH2:18][CH2:19][CH2:20][CH2:21][CH2:22][CH2:23][CH2:24][CH2:25][CH3:26])[CH:33]=[CH2:34])(=[O:30])[CH3:29]. The yield is 0.539. (2) The reactants are C([O:5][C:6](=[O:38])[C:7]([S:10][C:11]1[CH:20]=[CH:19][C:18]2[CH2:17][CH:16]([N:21]([CH2:36][CH3:37])[C:22]([NH:24][C:25]3[CH:30]=[CH:29][C:28]([O:31][C:32]([F:35])([F:34])[F:33])=[CH:27][CH:26]=3)=[O:23])[CH2:15][CH2:14][C:13]=2[CH:12]=1)([CH3:9])[CH3:8])(C)(C)C.C(O)(C(F)(F)F)=O. The catalyst is C(Cl)Cl. The product is [CH2:36]([N:21]([CH:16]1[CH2:15][CH2:14][C:13]2[CH:12]=[C:11]([S:10][C:7]([CH3:8])([CH3:9])[C:6]([OH:38])=[O:5])[CH:20]=[CH:19][C:18]=2[CH2:17]1)[C:22]([NH:24][C:25]1[CH:26]=[CH:27][C:28]([O:31][C:32]([F:35])([F:33])[F:34])=[CH:29][CH:30]=1)=[O:23])[CH3:37]. The yield is 0.430. (3) The reactants are Br[C:2]1[N:6]([CH2:7][C:8]2[CH:13]=[CH:12][C:11]([C:14]([N:16]3[CH2:20][CH2:19][CH2:18][CH2:17]3)=[O:15])=[CH:10][CH:9]=2)[N:5]=[CH:4][CH:3]=1.[OH:21][C:22]1[CH:27]=[CH:26][C:25](B(O)O)=[CH:24][CH:23]=1.C([O-])([O-])=O.[Cs+].[Cs+]. The catalyst is O1CCOCC1.O.C1C=CC(P(C2C=CC=CC=2)[C-]2C=CC=C2)=CC=1.C1C=CC(P(C2C=CC=CC=2)[C-]2C=CC=C2)=CC=1.Cl[Pd]Cl.[Fe+2]. The product is [OH:21][C:22]1[CH:27]=[CH:26][C:25]([C:2]2[N:6]([CH2:7][C:8]3[CH:13]=[CH:12][C:11]([C:14]([N:16]4[CH2:20][CH2:19][CH2:18][CH2:17]4)=[O:15])=[CH:10][CH:9]=3)[N:5]=[CH:4][CH:3]=2)=[CH:24][CH:23]=1. The yield is 0.700. (4) The reactants are N[C:2]1[S:3][CH:4]=[C:5]([C:7](=[O:13])[C:8]([O:10][CH2:11][CH3:12])=[O:9])[N:6]=1.CN(C)CCN(C)C.[C:22]([O:26][C:27](O[C:27]([O:26][C:22]([CH3:25])([CH3:24])[CH3:23])=[O:28])=[O:28])([CH3:25])([CH3:24])[CH3:23]. The catalyst is C(#N)C. The product is [C:22]([O:26][C:27]([C:2]1[S:3][CH:4]=[C:5]([C:7](=[O:13])[C:8]([O:10][CH2:11][CH3:12])=[O:9])[N:6]=1)=[O:28])([CH3:25])([CH3:24])[CH3:23]. The yield is 0.560. (5) The reactants are [C:1]([C:5]1[C:19]([O:20]CC(C)=C)=[CH:18][C:8]2[CH2:9][C:10]3([O:17][C:7]=2[CH:6]=1)[CH2:16][CH2:15][CH2:14][CH2:13][CH2:12][CH2:11]3)([CH3:4])([CH3:3])[CH3:2]. The catalyst is CN(C)C1C=CC=CC=1. The product is [C:1]([C:5]1[C:19]([OH:20])=[C:18]([CH2:3][C:1]([CH3:4])=[CH2:2])[C:8]2[CH2:9][C:10]3([O:17][C:7]=2[CH:6]=1)[CH2:16][CH2:15][CH2:14][CH2:13][CH2:12][CH2:11]3)([CH3:2])([CH3:3])[CH3:4]. The yield is 0.900. (6) The reactants are FC(F)(F)C([O-])=O.FC(F)(F)C([O-])=O.FC(F)(F)C([O-])=O.[Tl+3].COC([C:27]1[C:35]2[C:30](=[CH:31][CH:32]=[C:33]([F:36])[CH:34]=2)[NH:29][CH:28]=1)=O.[I-:37].[K+].ClCCl. The catalyst is C(O)(C(F)(F)F)=O.O.CO. The product is [F:36][C:33]1[C:34]([I:37])=[C:35]2[C:30](=[CH:31][CH:32]=1)[NH:29][CH:28]=[CH:27]2. The yield is 0.390. (7) The reactants are [Cl:1][C:2]1[CH:3]=[C:4]2[C:9](=[CH:10][C:11]=1[O:12][C:13]1[CH:18]=[CH:17][C:16]([C:19](=[O:31])[NH:20][CH:21]3[CH2:24][CH:23]([C:25]4[CH:30]=[CH:29][CH:28]=[CH:27][CH:26]=4)[CH2:22]3)=[CH:15][CH:14]=1)[O:8][CH2:7][CH2:6][CH:5]2[C:32]([O:34]CC)=[O:33].[OH-].[Na+]. The catalyst is C1COCC1.C(O)C. The product is [Cl:1][C:2]1[CH:3]=[C:4]2[C:9](=[CH:10][C:11]=1[O:12][C:13]1[CH:14]=[CH:15][C:16]([C:19](=[O:31])[NH:20][CH:21]3[CH2:22][CH:23]([C:25]4[CH:30]=[CH:29][CH:28]=[CH:27][CH:26]=4)[CH2:24]3)=[CH:17][CH:18]=1)[O:8][CH2:7][CH2:6][CH:5]2[C:32]([OH:34])=[O:33]. The yield is 0.820.